From a dataset of Peptide-MHC class II binding affinity with 134,281 pairs from IEDB. Regression. Given a peptide amino acid sequence and an MHC pseudo amino acid sequence, predict their binding affinity value. This is MHC class II binding data. The peptide sequence is KLCPNNLCCSQWGWC. The MHC is DRB1_1501 with pseudo-sequence DRB1_1501. The binding affinity (normalized) is 0.146.